Dataset: Full USPTO retrosynthesis dataset with 1.9M reactions from patents (1976-2016). Task: Predict the reactants needed to synthesize the given product. (1) The reactants are: [Cl:1][C:2]1[C:3]([O:11][CH2:12][C:13]([F:16])([F:15])[F:14])=[N:4][CH:5]=[C:6]([CH:10]=1)[C:7]([OH:9])=O.Cl.[CH3:18][NH:19][O:20][CH3:21].CN(C(ON1N=NC2C=CC=CC1=2)=[N+](C)C)C.F[P-](F)(F)(F)(F)F.C(N(CC)CC)C. Given the product [Cl:1][C:2]1[C:3]([O:11][CH2:12][C:13]([F:16])([F:15])[F:14])=[N:4][CH:5]=[C:6]([CH:10]=1)[C:7]([N:19]([O:20][CH3:21])[CH3:18])=[O:9], predict the reactants needed to synthesize it. (2) Given the product [Cl:30][C:31]1[CH:36]=[CH:35][C:34]([O:37][C:2]2([C:25]([O:27][CH2:28][CH3:29])=[O:26])[CH2:7][CH2:6][CH2:5][N:4]3[C:8]([C:11]4[CH:16]=[CH:15][C:14]([N:17]5[CH:21]=[C:20]([CH3:22])[N:19]=[CH:18]5)=[C:13]([O:23][CH3:24])[N:12]=4)=[N:9][N:10]=[C:3]23)=[CH:33][C:32]=1[F:38], predict the reactants needed to synthesize it. The reactants are: Cl[C:2]1([C:25]([O:27][CH2:28][CH3:29])=[O:26])[CH2:7][CH2:6][CH2:5][N:4]2[C:8]([C:11]3[CH:16]=[CH:15][C:14]([N:17]4[CH:21]=[C:20]([CH3:22])[N:19]=[CH:18]4)=[C:13]([O:23][CH3:24])[N:12]=3)=[N:9][N:10]=[C:3]12.[Cl:30][C:31]1[CH:36]=[CH:35][C:34]([OH:37])=[CH:33][C:32]=1[F:38].C(=O)([O-])[O-].[K+].[K+].[Cl-].[NH4+].